From a dataset of Experimentally validated miRNA-target interactions with 360,000+ pairs, plus equal number of negative samples. Binary Classification. Given a miRNA mature sequence and a target amino acid sequence, predict their likelihood of interaction. The miRNA is hsa-miR-548l with sequence AAAAGUAUUUGCGGGUUUUGUC. The protein sequence of the target gene is MIRLGGWCARRLCSAAVPAGRRGAAGGLGLAGGRALRVLVDMDGVLADFEGGFLRKFRARFPDQPFIALEDRRGFWVSEQYGRLRPGLSEKAISIWESKNFFFELEPLPGAVEAVKEMASLQNTDVFICTSPIKMFKYCPYEKYAWVEKYFGPDFLEQIVLTRDKTVVSADLLIDDRPDITGAEPTPSWEHVLFTACHNQHLQLQPPRRRLHSWADDWKAILDSKRPC. Result: 0 (no interaction).